Dataset: Full USPTO retrosynthesis dataset with 1.9M reactions from patents (1976-2016). Task: Predict the reactants needed to synthesize the given product. (1) The reactants are: [F:1][C:2]1([F:8])[CH2:5][CH:4]([CH2:6][OH:7])[CH2:3]1.[Br:9][C:10]1[CH:15]=[CH:14][C:13]([S:16](Cl)(=[O:18])=[O:17])=[CH:12][CH:11]=1.C(N(CC)CC)C.Cl. Given the product [Br:9][C:10]1[CH:15]=[CH:14][C:13]([S:16]([O:7][CH2:6][CH:4]2[CH2:5][C:2]([F:8])([F:1])[CH2:3]2)(=[O:18])=[O:17])=[CH:12][CH:11]=1, predict the reactants needed to synthesize it. (2) Given the product [CH3:49][NH:50][C:51]([NH:53][C:55]1[CH:60]=[C:59]([C:61]([F:64])([F:63])[F:62])[CH:58]=[CH:57][N:56]=1)=[O:52], predict the reactants needed to synthesize it. The reactants are: C1(P(C2C=CC=CC=2)C2C3OC4C(=CC=CC=4P(C4C=CC=CC=4)C4C=CC=CC=4)C(C)(C)C=3C=CC=2)C=CC=CC=1.C(=O)([O-])[O-].[K+].[K+].[CH3:49][NH:50][C:51]([NH2:53])=[O:52].Cl[C:55]1[CH:60]=[C:59]([C:61]([F:64])([F:63])[F:62])[CH:58]=[CH:57][N:56]=1.